This data is from Full USPTO retrosynthesis dataset with 1.9M reactions from patents (1976-2016). The task is: Predict the reactants needed to synthesize the given product. Given the product [CH:1]([C:4]1[CH:5]=[CH:6][C:7]([C:10]2[S:14][C:13]([C:15]3[CH:16]=[C:17]([CH:23]=[CH:24][CH:25]=3)[C:18]([OH:20])=[O:19])=[N:12][CH:11]=2)=[CH:8][CH:9]=1)([CH3:3])[CH3:2], predict the reactants needed to synthesize it. The reactants are: [CH:1]([C:4]1[CH:9]=[CH:8][C:7]([C:10]2[S:14][C:13]([C:15]3[CH:16]=[C:17]([CH:23]=[CH:24][CH:25]=3)[C:18]([O:20]CC)=[O:19])=[N:12][CH:11]=2)=[CH:6][CH:5]=1)([CH3:3])[CH3:2].[OH-].[Li+].